From a dataset of Reaction yield outcomes from USPTO patents with 853,638 reactions. Predict the reaction yield, written as a fraction of the theoretical maximum amount of product (1.0 means a 100% yield; for example, 0.34 means a 34% yield). The reactants are [H-].[Na+].COP([CH2:9][C:10](=[O:19])[CH2:11][C:12]1[CH:17]=[CH:16][CH:15]=[C:14]([Cl:18])[CH:13]=1)(=O)OC.[CH2:20]([O:22][C:23](=[O:39])[CH2:24][O:25][CH2:26][CH2:27][CH2:28][CH2:29][N:30]1[C:35](=[O:36])[CH2:34][CH2:33][CH2:32][C@@H:31]1[CH:37]=O)[CH3:21]. The catalyst is C1COCC1. The product is [CH2:20]([O:22][C:23](=[O:39])[CH2:24][O:25][CH2:26][CH2:27][CH2:28][CH2:29][N:30]1[C:35](=[O:36])[CH2:34][CH2:33][CH2:32][C@@H:31]1/[CH:37]=[CH:9]/[C:10](=[O:19])[CH2:11][C:12]1[CH:17]=[CH:16][CH:15]=[C:14]([Cl:18])[CH:13]=1)[CH3:21]. The yield is 0.340.